From a dataset of Forward reaction prediction with 1.9M reactions from USPTO patents (1976-2016). Predict the product of the given reaction. (1) The product is: [Br:6][C:7]1[CH:14]=[CH:13][CH:12]=[C:9]([CH:10]=[CH:19][O:20][CH3:21])[CH:8]=1. Given the reactants [Li]CCCC.[Br:6][C:7]1[CH:8]=[C:9]([CH:12]=[CH:13][CH:14]=1)[CH:10]=O.[NH4+].[Cl-].C1[CH2:21][O:20][CH2:19]C1, predict the reaction product. (2) Given the reactants I[C:2]1[CH:33]=[CH:32][C:5]([C:6]([N:8]2[C:14]3[CH:15]=[CH:16][CH:17]=[CH:18][C:13]=3[CH2:12][N:11]3[C:19]([C:22]([NH:24][CH2:25][C:26]4[CH:27]=[N:28][CH:29]=[CH:30][CH:31]=4)=[O:23])=[CH:20][CH:21]=[C:10]3[CH2:9]2)=[O:7])=[CH:4][C:3]=1[CH3:34].[S:35]1[CH:39]=[CH:38][CH:37]=[C:36]1B(O)O.C(=O)([O-])[O-].[K+].[K+], predict the reaction product. The product is: [CH3:34][C:3]1[CH:4]=[C:5]([CH:32]=[CH:33][C:2]=1[C:36]1[S:35][CH:39]=[CH:38][CH:37]=1)[C:6]([N:8]1[C:14]2[CH:15]=[CH:16][CH:17]=[CH:18][C:13]=2[CH2:12][N:11]2[C:19]([C:22]([NH:24][CH2:25][C:26]3[CH:27]=[N:28][CH:29]=[CH:30][CH:31]=3)=[O:23])=[CH:20][CH:21]=[C:10]2[CH2:9]1)=[O:7].